From a dataset of Full USPTO retrosynthesis dataset with 1.9M reactions from patents (1976-2016). Predict the reactants needed to synthesize the given product. (1) Given the product [I:14][C:4]1[CH:5]=[C:6]([S:8]([F:13])([F:12])([F:11])([F:10])[F:9])[CH:7]=[C:2]([C:18]#[N:19])[C:3]=1[C:15]#[N:16], predict the reactants needed to synthesize it. The reactants are: I[C:2]1[CH:7]=[C:6]([S:8]([F:13])([F:12])([F:11])([F:10])[F:9])[CH:5]=[C:4]([I:14])[C:3]=1[C:15]#[N:16].[Cu](C#N)[C:18]#[N:19].O.N. (2) The reactants are: [CH3:1][C:2]1[C:19]([CH3:20])=[CH:18][C:5]([O:6][CH2:7][C:8]2[CH:17]=[CH:16][C:11]([C:12]([O:14][CH3:15])=[O:13])=[CH:10][CH:9]=2)=[C:4]([NH:21][S:22]([C:25]2[CH:30]=[CH:29][CH:28]=[CH:27][N:26]=2)(=[O:24])=[O:23])[CH:3]=1.Br[CH2:32][C@@H:33]([CH3:53])[CH2:34][O:35][Si:36]([C:49]([CH3:52])([CH3:51])[CH3:50])([C:43]1[CH:48]=[CH:47][CH:46]=[CH:45][CH:44]=1)[C:37]1[CH:42]=[CH:41][CH:40]=[CH:39][CH:38]=1.C(=O)([O-])[O-].[Cs+].[Cs+].O. Given the product [Si:36]([O:35][CH2:34][C@H:33]([CH3:53])[CH2:32][N:21]([S:22]([C:25]1[CH:30]=[CH:29][CH:28]=[CH:27][N:26]=1)(=[O:23])=[O:24])[C:4]1[CH:3]=[C:2]([C:1]2[CH:18]=[CH:19][CH:2]=[CH:3][CH:4]=2)[C:19]([C:20]2[CH:16]=[CH:17][CH:8]=[CH:9][CH:10]=2)=[CH:18][C:5]=1[O:6][CH2:7][C:8]1[CH:9]=[CH:10][C:11]([C:12]([O:14][CH3:15])=[O:13])=[CH:16][CH:17]=1)([C:49]([CH3:52])([CH3:51])[CH3:50])([C:43]1[CH:48]=[CH:47][CH:46]=[CH:45][CH:44]=1)[C:37]1[CH:42]=[CH:41][CH:40]=[CH:39][CH:38]=1, predict the reactants needed to synthesize it. (3) The reactants are: C1(P(C2CCCCC2)C2CCCCC2)CCCCC1.Cl[C:21]1[CH:22]=[C:23]([O:29][S:30]([CH3:33])(=[O:32])=[O:31])[CH:24]=[C:25]([O:27][CH3:28])[CH:26]=1.[CH3:34][C:35]1([CH3:51])[C:39]([CH3:41])([CH3:40])[O:38][B:37]([B:37]2[O:38][C:39]([CH3:41])([CH3:40])[C:35]([CH3:51])([CH3:34])[O:36]2)[O:36]1.C([O-])(=O)C.[K+]. Given the product [CH3:28][O:27][C:25]1[CH:24]=[C:23]([O:29][S:30]([CH3:33])(=[O:32])=[O:31])[CH:22]=[C:21]([B:37]2[O:38][C:39]([CH3:41])([CH3:40])[C:35]([CH3:51])([CH3:34])[O:36]2)[CH:26]=1, predict the reactants needed to synthesize it. (4) Given the product [Cl:1][C:2]1[CH:3]=[C:4]([NH:16][C:17]2[C:26]3[C:21](=[CH:22][C:23]([O:39][CH2:40][CH3:41])=[C:24]([NH:27][C:28](=[O:38])/[CH:29]=[CH:67]/[C@H:63]4[CH2:64][CH2:65][CH2:66][N:62]4[CH3:61])[CH:25]=3)[N:20]=[CH:19][C:18]=2[C:42]#[N:43])[CH:5]=[CH:6][C:7]=1[O:8][CH2:9][C:10]1[CH:15]=[CH:14][CH:13]=[CH:12][N:11]=1, predict the reactants needed to synthesize it. The reactants are: [Cl:1][C:2]1[CH:3]=[C:4]([NH:16][C:17]2[C:26]3[C:21](=[CH:22][C:23]([O:39][CH2:40][CH3:41])=[C:24]([NH:27][C:28](=[O:38])[CH2:29]P(OCC)(OCC)=O)[CH:25]=3)[N:20]=[CH:19][C:18]=2[C:42]#[N:43])[CH:5]=[CH:6][C:7]=1[O:8][CH2:9][C:10]1[CH:15]=[CH:14][CH:13]=[CH:12][N:11]=1.C[Si]([N-][Si](C)(C)C)(C)C.[Li+].C1(C)C=CC=CC=1.[CH3:61][N:62]1[CH2:66][CH2:65][CH2:64][C@@H:63]1[CH:67]=O.